This data is from Full USPTO retrosynthesis dataset with 1.9M reactions from patents (1976-2016). The task is: Predict the reactants needed to synthesize the given product. (1) Given the product [ClH:1].[Cl:1][C:2]1[N:3]2[C:4](=[N:21][C:22]3[C:23]([C:24]2=[O:26])=[CH:27][CH:28]=[CH:29][CH:30]=3)[C:5]2[CH:10]=[CH:9][N:8]([S:11]([C:14]3[CH:15]=[CH:16][C:17]([CH3:20])=[CH:18][CH:19]=3)(=[O:12])=[O:13])[C:6]=2[N:7]=1, predict the reactants needed to synthesize it. The reactants are: [Cl:1][C:2]1[N:3]=[C:4]([NH:21][C:22]2[CH:30]=[CH:29][CH:28]=[CH:27][C:23]=2[C:24]([OH:26])=O)[C:5]2[CH:10]=[CH:9][N:8]([S:11]([C:14]3[CH:19]=[CH:18][C:17]([CH3:20])=[CH:16][CH:15]=3)(=[O:13])=[O:12])[C:6]=2[N:7]=1.C(Cl)(=O)C(Cl)=O. (2) Given the product [F:1][C:2]1[CH:7]=[CH:6][C:5]([C:8]2[N:12]([C:13]3[CH:18]=[CH:17][CH:16]=[CH:15][CH:14]=3)[N:11]=[C:10]([CH2:19][CH2:20][CH2:21][N:34]3[CH2:35][CH2:36][N:31]([C:25]4[CH:26]=[CH:27][CH:28]=[C:29]([CH3:30])[C:24]=4[CH3:23])[CH2:32][CH2:33]3)[CH:9]=2)=[CH:4][CH:3]=1, predict the reactants needed to synthesize it. The reactants are: [F:1][C:2]1[CH:7]=[CH:6][C:5]([C:8]2[N:12]([C:13]3[CH:18]=[CH:17][CH:16]=[CH:15][CH:14]=3)[N:11]=[C:10]([CH2:19][CH2:20][CH:21]=O)[CH:9]=2)=[CH:4][CH:3]=1.[CH3:23][C:24]1[C:29]([CH3:30])=[CH:28][CH:27]=[CH:26][C:25]=1[N:31]1[CH2:36][CH2:35][NH:34][CH2:33][CH2:32]1.CCN(C(C)C)C(C)C.[BH-](OC(C)=O)(OC(C)=O)OC(C)=O.[Na+]. (3) The reactants are: [O:1]=[C:2]1[C:10]2([CH2:14][O:13][C:12]3[CH:15]=[C:16]4[C:20](=[CH:21][C:11]2=3)[CH2:19][CH2:18][O:17]4)[C:9]2[C:4](=[CH:5][CH:6]=[CH:7][CH:8]=2)[N:3]1[CH2:22][C@@H:23]1[CH2:27][CH2:26][CH2:25][N:24]1C(OC(C)(C)C)=O.FC(F)(F)C(O)=O.[OH-].[Na+]. Given the product [NH:24]1[CH2:25][CH2:26][CH2:27][C@H:23]1[CH2:22][N:3]1[C:4]2[C:9](=[CH:8][CH:7]=[CH:6][CH:5]=2)[C:10]2([CH2:14][O:13][C:12]3[CH:15]=[C:16]4[C:20](=[CH:21][C:11]2=3)[CH2:19][CH2:18][O:17]4)[C:2]1=[O:1], predict the reactants needed to synthesize it. (4) Given the product [CH3:36][O:35][C:33]([C:32]1[CH:31]=[CH:30][C:29]([C:2]2[CH:3]=[CH:4][C:5]([CH:8]([C:19]3[CH:24]=[CH:23][CH:22]=[CH:21][C:20]=3[CH3:25])[CH2:9][C:10]([C:12]3[CH:17]=[CH:16][N:15]=[C:14]([CH3:18])[CH:13]=3)=[O:11])=[CH:6][CH:7]=2)=[CH:28][C:27]=1[F:26])=[O:34], predict the reactants needed to synthesize it. The reactants are: Br[C:2]1[CH:7]=[CH:6][C:5]([CH:8]([C:19]2[CH:24]=[CH:23][CH:22]=[CH:21][C:20]=2[CH3:25])[CH2:9][C:10]([C:12]2[CH:17]=[CH:16][N:15]=[C:14]([CH3:18])[CH:13]=2)=[O:11])=[CH:4][CH:3]=1.[F:26][C:27]1[CH:28]=[C:29](B(O)O)[CH:30]=[CH:31][C:32]=1[C:33]([O:35][CH3:36])=[O:34]. (5) The reactants are: C([Mg]Cl)(C)C.[Cl:6][C:7]1[CH:35]=[CH:34][C:33](I)=[CH:32][C:8]=1[C:9]([N:11]([CH2:23][C:24]1[CH:29]=[CH:28][C:27]([O:30][CH3:31])=[CH:26][CH:25]=1)[CH2:12][C:13]12[CH2:22][CH:17]3[CH2:18][CH:19]([CH2:21][CH:15]([CH2:16]3)[CH2:14]1)[CH2:20]2)=[O:10].[CH2:37]([C@@H:39]1[O:41][CH2:40]1)[Cl:38]. Given the product [Cl:6][C:7]1[CH:35]=[CH:34][C:33]([CH2:40][C@H:39]([OH:41])[CH2:37][Cl:38])=[CH:32][C:8]=1[C:9]([N:11]([CH2:23][C:24]1[CH:29]=[CH:28][C:27]([O:30][CH3:31])=[CH:26][CH:25]=1)[CH2:12][C:13]12[CH2:22][CH:17]3[CH2:18][CH:19]([CH2:21][CH:15]([CH2:16]3)[CH2:14]1)[CH2:20]2)=[O:10], predict the reactants needed to synthesize it.